This data is from Full USPTO retrosynthesis dataset with 1.9M reactions from patents (1976-2016). The task is: Predict the reactants needed to synthesize the given product. (1) Given the product [CH3:6][O:7][C:8]1[CH:9]=[C:10]2[C:15](=[CH:16][C:17]=1[O:18][CH3:19])[N:14]=[CH:13][CH:12]=[C:11]2[O:20][C:21]1[CH:22]=[CH:23][C:24]([NH:27][C:28]([C:30]2[C:31](=[O:43])[N:32]([C:37]3[CH:42]=[CH:41][CH:40]=[CH:39][CH:38]=3)[CH:33]=[CH:34][C:35]=2[NH:5][CH2:4][CH2:3][O:2][CH3:1])=[O:29])=[N:25][CH:26]=1, predict the reactants needed to synthesize it. The reactants are: [CH3:1][O:2][CH2:3][CH2:4][NH2:5].[CH3:6][O:7][C:8]1[CH:9]=[C:10]2[C:15](=[CH:16][C:17]=1[O:18][CH3:19])[N:14]=[CH:13][CH:12]=[C:11]2[O:20][C:21]1[CH:22]=[CH:23][C:24]([NH:27][C:28]([C:30]2[C:31](=[O:43])[N:32]([C:37]3[CH:42]=[CH:41][CH:40]=[CH:39][CH:38]=3)[CH:33]=[CH:34][C:35]=2I)=[O:29])=[N:25][CH:26]=1. (2) Given the product [F:1][C:2]1[CH:7]=[CH:6][CH:5]=[CH:4][C:3]=1[C:8]1[CH:17]=[C:16]([C:18]2[CH:23]=[C:22]([C:24]3[CH:25]=[N:26][N:27]([CH2:29][CH2:30][OH:31])[CH:28]=3)[CH:21]=[N:20][CH:19]=2)[C:15]2[C:10](=[N:11][CH:12]=[CH:13][CH:14]=2)[N:9]=1, predict the reactants needed to synthesize it. The reactants are: [F:1][C:2]1[CH:7]=[CH:6][CH:5]=[CH:4][C:3]=1[C:8]1[CH:17]=[C:16]([C:18]2[CH:19]=[N:20][CH:21]=[C:22]([C:24]3[CH:25]=[N:26][N:27]([CH2:29][CH2:30][O:31]C4CCCCO4)[CH:28]=3)[CH:23]=2)[C:15]2[C:10](=[N:11][CH:12]=[CH:13][CH:14]=2)[N:9]=1.Cl. (3) Given the product [OH:1][C@@H:2]1[C:10]2[C:5](=[CH:6][CH:7]=[CH:8][CH:9]=2)[CH2:4][C@@:3]1([CH2:20][C:21]1[CH:29]=[CH:28][C:24]([C:25]([O:27][CH3:30])=[O:26])=[CH:23][CH:22]=1)[C:11]1[CH2:12][C:13]2[C:18]([CH:19]=1)=[CH:17][CH:16]=[CH:15][CH:14]=2, predict the reactants needed to synthesize it. The reactants are: [OH:1][C@@H:2]1[C:10]2[C:5](=[CH:6][CH:7]=[CH:8][CH:9]=2)[CH2:4][C@@:3]1([CH2:20][C:21]1[CH:29]=[CH:28][C:24]([C:25]([OH:27])=[O:26])=[CH:23][CH:22]=1)[C:11]1[CH2:12][C:13]2[C:18]([CH:19]=1)=[CH:17][CH:16]=[CH:15][CH:14]=2.[C:30]([O-])([O-])=O.[K+].[K+]. (4) Given the product [C:1]1([S:7]([N:10]2[CH2:11][CH:12]3[NH:18][CH:16]([CH2:15][O:14][CH2:13]3)[CH2:17]2)(=[O:9])=[O:8])[CH:2]=[CH:3][CH:4]=[CH:5][CH:6]=1, predict the reactants needed to synthesize it. The reactants are: [C:1]1([S:7]([N:10]2[CH2:17][CH:16]3[N:18](CC4C=CC=CC=4)[CH:12]([CH2:13][O:14][CH2:15]3)[CH2:11]2)(=[O:9])=[O:8])[CH:6]=[CH:5][CH:4]=[CH:3][CH:2]=1.[H][H]. (5) Given the product [CH3:10][C:9]1[O:8][C:7]([C:11]2[S:12][C:13]([CH3:16])=[CH:14][CH:15]=2)=[N:6][C:5]=1[CH2:4][C:3]([OH:17])=[O:2], predict the reactants needed to synthesize it. The reactants are: C[O:2][C:3](=[O:17])[CH2:4][C:5]1[N:6]=[C:7]([C:11]2[S:12][C:13]([CH3:16])=[CH:14][CH:15]=2)[O:8][C:9]=1[CH3:10].[OH-].[Na+]. (6) Given the product [C:25]([N:14]([CH2:13][CH2:12][NH:11][C:10]([C:7]1[S:6][C:5]([C:3]([OH:4])=[O:2])=[CH:9][CH:8]=1)=[O:32])[C:15]([NH2:24])=[N:16][C:17]([O:19][C:20]([CH3:23])([CH3:22])[CH3:21])=[O:18])([O:27][C:28]([CH3:29])([CH3:30])[CH3:31])=[O:26], predict the reactants needed to synthesize it. The reactants are: C[O:2][C:3]([C:5]1[S:6][C:7]([C:10](=[O:32])[NH:11][CH2:12][CH2:13][N:14]([C:25]([O:27][C:28]([CH3:31])([CH3:30])[CH3:29])=[O:26])[C:15]([NH2:24])=[N:16][C:17]([O:19][C:20]([CH3:23])([CH3:22])[CH3:21])=[O:18])=[CH:8][CH:9]=1)=[O:4].[Li+].[OH-].C(O)(=O)CC(CC(O)=O)(C(O)=O)O.C1COCC1. (7) Given the product [NH2:38][CH:37]=[C:6]([C:7]1[N:8]([CH2:16][C:17]2[CH:18]=[CH:19][C:20]([O:23][CH3:24])=[CH:21][CH:22]=2)[CH:9]=[CH:10][C:11]=1[C:12]([O:14][CH3:15])=[O:13])[C:5]([O:4][CH3:3])=[O:25], predict the reactants needed to synthesize it. The reactants are: [H-].[Na+].[CH3:3][O:4][C:5](=[O:25])[CH2:6][C:7]1[N:8]([CH2:16][C:17]2[CH:22]=[CH:21][C:20]([O:23][CH3:24])=[CH:19][CH:18]=2)[CH:9]=[CH:10][C:11]=1[C:12]([O:14][CH3:15])=[O:13].C(OC)=O.OC=C([C:37]1[N:38](CC2C=CC(OC)=CC=2)C=CC=1C(OC)=O)C(OC)=O.C([O-])(=O)C.[NH4+].